This data is from Full USPTO retrosynthesis dataset with 1.9M reactions from patents (1976-2016). The task is: Predict the reactants needed to synthesize the given product. (1) Given the product [Cl:1][C:2]1[C:7]2[C:8](=[O:22])[N:9]([CH2:11][C:12]3[CH:17]=[CH:16][C:15]([O:18][CH3:19])=[CH:14][C:13]=3[O:20][CH3:21])[CH2:10][C:6]=2[C:5]([F:23])=[C:4]([NH:25][C@@H:26]2[CH2:31][CH2:30][CH2:29][CH2:28][C@@H:27]2[NH:32][C:33](=[O:39])[O:34][C:35]([CH3:37])([CH3:36])[CH3:38])[N:3]=1, predict the reactants needed to synthesize it. The reactants are: [Cl:1][C:2]1[C:7]2[C:8](=[O:22])[N:9]([CH2:11][C:12]3[CH:17]=[CH:16][C:15]([O:18][CH3:19])=[CH:14][C:13]=3[O:20][CH3:21])[CH2:10][C:6]=2[C:5]([F:23])=[C:4](Cl)[N:3]=1.[NH2:25][C@@H:26]1[CH2:31][CH2:30][CH2:29][CH2:28][C@@H:27]1[NH:32][C:33](=[O:39])[O:34][C:35]([CH3:38])([CH3:37])[CH3:36].C(N(C(C)C)CC)(C)C.O. (2) Given the product [Cl:1][C:2]1[N:3]=[C:4]2[C:9](=[CH:10][CH:11]=1)[N:8]=[CH:7][C:6]([S:12]([CH3:15])(=[O:14])=[O:13])=[C:5]2[NH:27][C@H:24]1[CH2:25][CH2:26][C@H:21]([N:20]([CH3:28])[CH3:19])[CH2:22][CH2:23]1, predict the reactants needed to synthesize it. The reactants are: [Cl:1][C:2]1[CH:11]=[CH:10][C:9]2[C:4](=[C:5](Cl)[C:6]([S:12]([CH3:15])(=[O:14])=[O:13])=[CH:7][N:8]=2)[N:3]=1.Cl.Cl.[CH3:19][N:20]([CH3:28])[C@H:21]1[CH2:26][CH2:25][C@H:24]([NH2:27])[CH2:23][CH2:22]1. (3) Given the product [CH3:9][Al:10]([CH3:12])[CH3:11].[CH2:1]([N:3]1[CH2:8][CH2:7][O:6][CH2:5][CH2:4]1)[CH3:2], predict the reactants needed to synthesize it. The reactants are: [CH2:1]([N:3]1[CH2:8][CH2:7][O:6][CH2:5][CH2:4]1)[CH3:2].[CH3:9][Al:10]([CH3:12])[CH3:11]. (4) Given the product [CH3:2][C:3]1[CH:8]=[C:7]([N+:9]([O-:11])=[O:10])[C:6]([O:12][CH3:13])=[CH:5][C:4]=1[C:14]1[CH2:19][CH2:18][N:17]([CH2:20][CH2:21][CH3:22])[CH2:16][CH:15]=1, predict the reactants needed to synthesize it. The reactants are: [I-].[CH3:2][C:3]1[CH:8]=[C:7]([N+:9]([O-:11])=[O:10])[C:6]([O:12][CH3:13])=[CH:5][C:4]=1[C:14]1[CH:19]=[CH:18][N+:17]([CH2:20][CH2:21][CH3:22])=[CH:16][CH:15]=1.[BH4-].[Na+]. (5) Given the product [F:29][C:24]1[CH:25]=[CH:26][CH:27]=[CH:28][C:23]=1[S:22][CH2:21][C@@H:13]1[C@H:14]2[C@@H:18]([O:17][C:16]([CH3:20])([CH3:19])[O:15]2)[C@H:11]([N:6]2[CH:5]=[N:4][C:3]3[C:7]2=[N:8][CH:9]=[N:10][C:2]=3[NH:35][CH:30]2[CH2:34][CH2:33][CH2:32][CH2:31]2)[O:12]1, predict the reactants needed to synthesize it. The reactants are: Cl[C:2]1[N:10]=[CH:9][N:8]=[C:7]2[C:3]=1[N:4]=[CH:5][N:6]2[C@H:11]1[C@H:18]2[C@@H:14]([O:15][C:16]([CH3:20])([CH3:19])[O:17]2)[C@@H:13]([CH2:21][S:22][C:23]2[CH:28]=[CH:27][CH:26]=[CH:25][C:24]=2[F:29])[O:12]1.[CH:30]1([NH2:35])[CH2:34][CH2:33][CH2:32][CH2:31]1. (6) Given the product [CH:14]1([S:1][C:2]2[N:10]=[CH:9][CH:8]=[CH:7][C:3]=2[C:4]([OH:6])=[O:5])[CH2:19][CH2:18][CH2:17][CH2:16][CH2:15]1, predict the reactants needed to synthesize it. The reactants are: [SH:1][C:2]1[N:10]=[CH:9][CH:8]=[CH:7][C:3]=1[C:4]([OH:6])=[O:5].[H-].[Na+].Br[CH:14]1[CH2:19][CH2:18][CH2:17][CH2:16][CH2:15]1.